Dataset: Drug-target binding data from BindingDB using Kd measurements. Task: Regression. Given a target protein amino acid sequence and a drug SMILES string, predict the binding affinity score between them. We predict pKd (pKd = -log10(Kd in M); higher means stronger binding). Dataset: bindingdb_kd. (1) The compound is CO[C@@H]1O[C@H](CO)[C@@H](O[C@@H]2O[C@H](CO)[C@H](O)[C@H](NC(=S)NCCO)[C@H]2O)[C@H](O)[C@H]1NC(C)=O. The target protein (P47929) has sequence MSNVPHKSSLPEGIRPGTVLRIRGLVPPNASRFHVNLLCGEEQGSDAALHFNPRLDTSEVVFNSKEQGSWGREERGPGVPFQRGQPFEVLIIASDDGFKAVVGDAQYHHFRHRLPLARVRLVEVGGDVQLDSVRIF. The pKd is 3.9. (2) The small molecule is CO[C@@H]1[C@H](N(C)C(=O)c2ccccc2)C[C@H]2O[C@]1(C)n1c3ccccc3c3c4c(c5c6ccccc6n2c5c31)C(=O)NC4. The target protein (Q9P2K8) has sequence MAGGRGAPGRGRDEPPESYPQRQDHELQALEAIYGADFQDLRPDACGPVKEPPEINLVLYPQGLTGEEVYVKVDLRVKCPPTYPDVVPEIELKNAKGLSNESVNLLKSRLEELAKKHCGEVMIFELAYHVQSFLSEHNKPPPKSFHEEMLERRAQEEQQRLLEAKRKEEQEQREILHEIQRRKEEIKEEKKRKEMAKQERLEIASLSNQDHTSKKDPGGHRTAAILHGGSPDFVGNGKHRANSSGRSRRERQYSVCNSEDSPGSCEILYFNMGSPDQLMVHKGKCIGSDEQLGKLVYNALETATGGFVLLYEWVLQWQKKMGPFLTSQEKEKIDKCKKQIQGTETEFNSLVKLSHPNVVRYLAMNLKEQDDSIVVDILVEHISGVSLAAHLSHSGPIPVHQLRRYTAQLLSGLDYLHSNSVVHKVLSASNVLVDAEGTVKITDYSISKRLADICKEDVFEQTRVRFSDNALPYKTGKKGDVWRLGLLLLSLSQGQECGEY.... The pKd is 7.4.